Dataset: Peptide-MHC class I binding affinity with 185,985 pairs from IEDB/IMGT. Task: Regression. Given a peptide amino acid sequence and an MHC pseudo amino acid sequence, predict their binding affinity value. This is MHC class I binding data. (1) The peptide sequence is VLAYSSSIF. The MHC is HLA-B15:03 with pseudo-sequence HLA-B15:03. The binding affinity (normalized) is 0.845. (2) The peptide sequence is GMHDGTVGK. The MHC is HLA-A02:12 with pseudo-sequence HLA-A02:12. The binding affinity (normalized) is 0.0847. (3) The peptide sequence is TTGRTSLPK. The MHC is HLA-A31:01 with pseudo-sequence HLA-A31:01. The binding affinity (normalized) is 0.0944. (4) The peptide sequence is EKFGHLCKYH. The MHC is HLA-A31:01 with pseudo-sequence HLA-A31:01. The binding affinity (normalized) is 0. (5) The peptide sequence is KQIINMWQEV. The MHC is H-2-Db with pseudo-sequence H-2-Db. The binding affinity (normalized) is 0.638. (6) The peptide sequence is EVVDMLSTY. The MHC is HLA-B08:02 with pseudo-sequence HLA-B08:02. The binding affinity (normalized) is 0.0847.